This data is from Reaction yield outcomes from USPTO patents with 853,638 reactions. The task is: Predict the reaction yield, written as a fraction of the theoretical maximum amount of product (1.0 means a 100% yield; for example, 0.34 means a 34% yield). (1) The reactants are [F:1][C:2]1[CH:7]=[CH:6][C:5]([CH:8](C(OC)=O)[C:9]([O:11]C)=[O:10])=[C:4]([N+:17]([O-:19])=[O:18])[CH:3]=1. The catalyst is Cl. The product is [F:1][C:2]1[CH:7]=[CH:6][C:5]([CH2:8][C:9]([OH:11])=[O:10])=[C:4]([N+:17]([O-:19])=[O:18])[CH:3]=1. The yield is 0.870. (2) No catalyst specified. The yield is 0.602. The reactants are [F:1][C:2]1[CH:17]=[C:16]([CH:18]=O)[CH:15]=[CH:14][C:3]=1[O:4][C:5]1[CH:6]=[CH:7][C:8]([C:11]([NH2:13])=[O:12])=[N:9][CH:10]=1.[S:20]1[CH:24]=[CH:23][CH:22]=[C:21]1[CH2:25][CH2:26][NH2:27]. The product is [F:1][C:2]1[CH:17]=[C:16]([CH2:18][NH:27][CH2:26][CH2:25][C:21]2[S:20][CH:24]=[CH:23][CH:22]=2)[CH:15]=[CH:14][C:3]=1[O:4][C:5]1[CH:6]=[CH:7][C:8]([C:11]([NH2:13])=[O:12])=[N:9][CH:10]=1. (3) The reactants are [CH2:1]([O:8][C:9]1[CH:18]=[CH:17][C:12]2[C:13](=O)[CH2:14][O:15][C:11]=2[CH:10]=1)[C:2]1[CH:7]=[CH:6][CH:5]=[CH:4][CH:3]=1.[H-].[Na+].I[CH3:22].CN([CH:26]=[O:27])C. No catalyst specified. The product is [CH2:1]([O:8][C:9]1[CH:18]=[CH:17][C:12]2[C:26](=[O:27])[C:14]([CH3:13])([CH3:22])[O:15][C:11]=2[CH:10]=1)[C:2]1[CH:3]=[CH:4][CH:5]=[CH:6][CH:7]=1. The yield is 0.470. (4) The reactants are O.[OH-].[Li+].C[O:5][C:6](=[O:42])[CH2:7][C:8]1[C:17]([CH3:18])=[C:16]([C:19]2[CH:24]=[CH:23][C:22]([S:25](=[O:40])(=[O:39])[N:26]([CH:36]([CH3:38])[CH3:37])[CH2:27][C:28]3[CH:33]=[CH:32][C:31]([O:34][CH3:35])=[CH:30][CH:29]=3)=[CH:21][CH:20]=2)[C:15]2[C:10](=[CH:11][CH:12]=[C:13]([F:41])[CH:14]=2)[CH:9]=1.C1COCC1.O. The catalyst is CCCCCC. The product is [F:41][C:13]1[CH:14]=[C:15]2[C:10](=[CH:11][CH:12]=1)[CH:9]=[C:8]([CH2:7][C:6]([OH:42])=[O:5])[C:17]([CH3:18])=[C:16]2[C:19]1[CH:20]=[CH:21][C:22]([S:25](=[O:39])(=[O:40])[N:26]([CH:36]([CH3:38])[CH3:37])[CH2:27][C:28]2[CH:29]=[CH:30][C:31]([O:34][CH3:35])=[CH:32][CH:33]=2)=[CH:23][CH:24]=1. The yield is 0.820. (5) The reactants are C[O:2][C:3](=[O:26])[CH2:4][S:5][CH2:6][CH2:7][CH2:8][S:9][C@H:10]1[C:14](=[O:15])[CH2:13][C@@H:12]([OH:16])[C@@H:11]1/[CH:17]=[CH:18]/[C@@H:19]([OH:25])[CH2:20][CH2:21][CH2:22][CH2:23][CH3:24].P([O-])([O-])([O-])=O. The catalyst is CC#N. The product is [OH:16][C@@H:12]1[CH2:13][C:14](=[O:15])[C@H:10]([S:9][CH2:8][CH2:7][CH2:6][S:5][CH2:4][C:3]([OH:26])=[O:2])[C@H:11]1/[CH:17]=[CH:18]/[C@@H:19]([OH:25])[CH2:20][CH2:21][CH2:22][CH2:23][CH3:24]. The yield is 0.110. (6) The reactants are C(OC([N:11]1[CH2:16][CH2:15][C:14]([NH:29][C:30]([O:32][C:33]([CH3:36])([CH3:35])[CH3:34])=[O:31])([C:17](=[O:28])[NH:18][C:19]2[CH:24]=[CH:23][C:22]([CH:25]([CH3:27])[CH3:26])=[CH:21][CH:20]=2)[CH2:13][CH2:12]1)=O)C1C=CC=CC=1. The catalyst is CO.[Pd]. The product is [C:33]([O:32][C:30](=[O:31])[NH:29][C:14]1([C:17](=[O:28])[NH:18][C:19]2[CH:24]=[CH:23][C:22]([CH:25]([CH3:26])[CH3:27])=[CH:21][CH:20]=2)[CH2:13][CH2:12][NH:11][CH2:16][CH2:15]1)([CH3:35])([CH3:34])[CH3:36]. The yield is 0.940. (7) The reactants are Cl[C:2]1[C:11]([CH3:12])=[C:10]2[C:5]([CH:6]=[C:7]([C:15]3[CH:20]=[C:19]([O:21][CH3:22])[CH:18]=[C:17]([O:23][CH3:24])[CH:16]=3)[C:8](=[O:14])[N:9]2[CH3:13])=[CH:4][N:3]=1.[N+:25]([C:28]1[CH:33]=[CH:32][CH:31]=[CH:30][C:29]=1[NH2:34])([O-:27])=[O:26].C([O-])(C)(C)C.[K+]. The catalyst is CN(C)C=O.C1C=CC(/C=C/C(/C=C/C2C=CC=CC=2)=O)=CC=1.C1C=CC(/C=C/C(/C=C/C2C=CC=CC=2)=O)=CC=1.C1C=CC(/C=C/C(/C=C/C2C=CC=CC=2)=O)=CC=1.[Pd].[Pd]. The product is [CH3:24][O:23][C:17]1[CH:16]=[C:15]([C:7]2[C:8](=[O:14])[N:9]([CH3:13])[C:10]3[C:5]([CH:6]=2)=[CH:4][N:3]=[C:2]([NH:34][C:29]2[CH:30]=[CH:31][CH:32]=[CH:33][C:28]=2[N+:25]([O-:27])=[O:26])[C:11]=3[CH3:12])[CH:20]=[C:19]([O:21][CH3:22])[CH:18]=1. The yield is 0.150.